Dataset: Forward reaction prediction with 1.9M reactions from USPTO patents (1976-2016). Task: Predict the product of the given reaction. (1) Given the reactants [NH2:1][C:2]1[S:3][C:4]2[CH:10]=[C:9]([C:11]3[CH:16]=[CH:15][C:14]([NH:17][C:18](=[O:27])[CH2:19][C:20]4[CH:25]=[CH:24][C:23]([F:26])=[CH:22][CH:21]=4)=[CH:13][CH:12]=3)[CH:8]=[CH:7][C:5]=2[N:6]=1.Br[C:29]1[CH:34]=[CH:33][C:32]([C:35]([N:37]2[CH2:42][CH2:41][O:40][CH2:39][CH2:38]2)=[O:36])=[CH:31][C:30]=1[O:43][CH3:44].CC(C1C=C(C(C)C)C(C2C=CC=CC=2P(C2CCCCC2)C2CCCCC2)=C(C(C)C)C=1)C, predict the reaction product. The product is: [F:26][C:23]1[CH:24]=[CH:25][C:20]([CH2:19][C:18]([NH:17][C:14]2[CH:13]=[CH:12][C:11]([C:9]3[CH:8]=[CH:7][C:5]4[N:6]=[C:2]([NH:1][C:29]5[CH:34]=[CH:33][C:32]([C:35]([N:37]6[CH2:38][CH2:39][O:40][CH2:41][CH2:42]6)=[O:36])=[CH:31][C:30]=5[O:43][CH3:44])[S:3][C:4]=4[CH:10]=3)=[CH:16][CH:15]=2)=[O:27])=[CH:21][CH:22]=1. (2) The product is: [CH3:32][C:33]1[O:37][C:36]([CH2:38][CH:39]2[CH2:40][CH2:41][CH:23]([C:21]3[S:22][C:18]([C:15]4[CH:14]=[CH:13][C:12]([NH:11][C:10]([NH:9][C:5]5[CH:4]=[CH:3][CH:8]=[CH:7][CH:6]=5)=[O:29])=[CH:17][CH:16]=4)=[CH:19][N:20]=3)[CH2:24][CH2:44]2)=[N:35][N:34]=1. Given the reactants FC(F)(F)[C:3]1[CH:4]=[C:5]([NH:9][C:10](=[O:29])[NH:11][C:12]2[CH:17]=[CH:16][C:15]([C:18]3[S:22][C:21]([CH2:23][CH2:24]C(OC)=O)=[N:20][CH:19]=3)=[CH:14][CH:13]=2)[CH:6]=[CH:7][CH:8]=1.[CH3:32][C:33]1[O:37][C:36]([CH2:38][CH:39]2[CH2:44]CC(C3SC(C4C=CC(N)=CC=4)=CN=3)[CH2:41][CH2:40]2)=[N:35][N:34]=1.C1(N=C=O)C=CC=CC=1, predict the reaction product. (3) Given the reactants [Cl:1][C:2]1[CH:7]=[C:6]([Cl:8])[CH:5]=[CH:4][C:3]=1B(O)O.Cl[C:13]1[C:18]([C:19]#[N:20])=[C:17]([NH:21][CH3:22])[C:16]([N+:23]([O-])=O)=[CH:15][CH:14]=1, predict the reaction product. The product is: [NH2:23][C:16]1[C:17]([NH:21][CH3:22])=[C:18]([C:19]#[N:20])[C:13]([C:3]2[CH:4]=[CH:5][C:6]([Cl:8])=[CH:7][C:2]=2[Cl:1])=[CH:14][CH:15]=1. (4) Given the reactants [ClH:1].C(C1C=CC(C(N2C[C@H](N)C(=O)NC3C=CC=CC2=3)=O)=CC=1)(=O)C.C(OC(=O)[NH:32][C@@H:33]1[C:39](=[O:40])[N:38]([CH2:41][C:42]2[C:51]3[C:46](=[CH:47][C:48]([Br:52])=[CH:49][CH:50]=3)[CH:45]=[CH:44][C:43]=2[O:53][CH3:54])[C:37]2[CH:55]=[CH:56][CH:57]=[CH:58][C:36]=2[N:35]([C:59](=[O:69])[C:60]2[CH:65]=[CH:64][C:63]([C:66](=[O:68])[CH3:67])=[CH:62][CH:61]=2)[CH2:34]1)(C)(C)C, predict the reaction product. The product is: [ClH:1].[C:66]([C:63]1[CH:64]=[CH:65][C:60]([C:59]([N:35]2[CH2:34][C@H:33]([NH2:32])[C:39](=[O:40])[N:38]([CH2:41][C:42]3[C:51]4[C:46](=[CH:47][C:48]([Br:52])=[CH:49][CH:50]=4)[CH:45]=[CH:44][C:43]=3[O:53][CH3:54])[C:37]3[CH:55]=[CH:56][CH:57]=[CH:58][C:36]2=3)=[O:69])=[CH:61][CH:62]=1)(=[O:68])[CH3:67]. (5) Given the reactants C[O-].[Na+].CO.C([O:9][C:10]1[C:11]([CH3:45])=[C:12]2[C:17](=[C:18]([CH3:21])[C:19]=1[CH3:20])[O:16][C:15]([CH2:23][O:24][C:25]1[CH:30]=[CH:29][C:28]([NH:31][C:32]([C:34]3[CH:39]=[C:38]([N+:40]([O-:42])=[O:41])[CH:37]=[CH:36][C:35]=3[Cl:43])=[O:33])=[CH:27][CH:26]=1)([CH3:22])[CH2:14][C:13]2=[O:44])(=O)C.C(O)(=O)C, predict the reaction product. The product is: [OH:9][C:10]1[C:11]([CH3:45])=[C:12]2[C:17](=[C:18]([CH3:21])[C:19]=1[CH3:20])[O:16][C:15]([CH2:23][O:24][C:25]1[CH:26]=[CH:27][C:28]([NH:31][C:32]([C:34]3[CH:39]=[C:38]([N+:40]([O-:42])=[O:41])[CH:37]=[CH:36][C:35]=3[Cl:43])=[O:33])=[CH:29][CH:30]=1)([CH3:22])[CH2:14][C:13]2=[O:44].